This data is from Peptide-MHC class I binding affinity with 185,985 pairs from IEDB/IMGT. The task is: Regression. Given a peptide amino acid sequence and an MHC pseudo amino acid sequence, predict their binding affinity value. This is MHC class I binding data. The peptide sequence is TPRIANRLL. The MHC is HLA-B35:01 with pseudo-sequence HLA-B35:01. The binding affinity (normalized) is 0.299.